The task is: Regression. Given a peptide amino acid sequence and an MHC pseudo amino acid sequence, predict their binding affinity value. This is MHC class I binding data.. This data is from Peptide-MHC class I binding affinity with 185,985 pairs from IEDB/IMGT. The peptide sequence is DADPPIPYSR. The MHC is HLA-A33:01 with pseudo-sequence HLA-A33:01. The binding affinity (normalized) is 0.270.